Dataset: Reaction yield outcomes from USPTO patents with 853,638 reactions. Task: Predict the reaction yield, written as a fraction of the theoretical maximum amount of product (1.0 means a 100% yield; for example, 0.34 means a 34% yield). (1) The reactants are [C:1]([C:3]1[CH:4]=[C:5]([NH:9][C:10](=[O:33])[NH:11][C:12]2[CH:17]=[CH:16][C:15]([S:18]([NH:21][CH2:22][C:23]3[CH:28]=[CH:27][C:26]([S:29](=[O:32])(=[O:31])[NH2:30])=[CH:25][CH:24]=3)(=[O:20])=[O:19])=[CH:14][CH:13]=2)[CH:6]=[CH:7][CH:8]=1)#[N:2].[O:34]1[CH2:38][CH2:37][CH2:36][CH:35]1[CH2:39][N:40]1[CH2:45][CH2:44][NH:43][CH2:42][CH2:41]1. No catalyst specified. The product is [NH:2]=[C:1]([N:43]1[CH2:42][CH2:41][N:40]([CH2:39][CH:35]2[CH2:36][CH2:37][CH2:38][O:34]2)[CH2:45][CH2:44]1)[C:3]1[CH:4]=[C:5]([NH:9][C:10](=[O:33])[NH:11][C:12]2[CH:17]=[CH:16][C:15]([S:18]([NH:21][CH2:22][C:23]3[CH:28]=[CH:27][C:26]([S:29](=[O:32])(=[O:31])[NH2:30])=[CH:25][CH:24]=3)(=[O:20])=[O:19])=[CH:14][CH:13]=2)[CH:6]=[CH:7][CH:8]=1. The yield is 0.480. (2) The reactants are [NH2:1][C:2]1[N:7]=[C:6](Br)[C:5]([C:9]#[N:10])=[C:4]([S:11][CH3:12])[N:3]=1.C([Sn](CCCC)(CCCC)[C:18]1[CH:23]=[CH:22][CH:21]=[CH:20][N:19]=1)CCC. The catalyst is CN(C=O)C.[Pd](Cl)Cl.C1(P(C2C=CC=CC=2)C2C=CC=CC=2)C=CC=CC=1.C1(P(C2C=CC=CC=2)C2C=CC=CC=2)C=CC=CC=1.[Cu]=O. The product is [NH2:1][C:2]1[N:3]=[C:4]([S:11][CH3:12])[C:5]([C:9]#[N:10])=[C:6]([C:18]2[CH:23]=[CH:22][CH:21]=[CH:20][N:19]=2)[N:7]=1. The yield is 0.200. (3) The catalyst is C(O)(=O)C. The product is [CH3:1][CH:2]1[C:11]2[C:6](=[C:7]([CH3:16])[CH:8]=[C:9]([C:13]([OH:15])=[O:14])[C:10]=2[CH3:12])[S:19](=[O:22])(=[O:20])[CH2:4][CH2:3]1. The reactants are [CH3:1][CH:2]1[C:11]2[C:6](=[C:7]([CH3:16])[CH:8]=[C:9]([C:13]([OH:15])=[O:14])[C:10]=2[CH3:12])S[CH2:4][CH2:3]1.OO.[S:19]([O-:22])(O)=[O:20].[Na+]. The yield is 0.980. (4) The reactants are C([N:8]1[C:13](=[O:14])[C:12]([C:15]2[CH:20]=[CH:19][C:18]([F:21])=[CH:17][CH:16]=2)=[C:11]([C:22]2[CH:27]=[CH:26][C:25]([S:28]([NH2:31])(=[O:30])=[O:29])=[CH:24][CH:23]=2)[CH:10]=[N:9]1)C1C=CC=CC=1.[F:32][C:33]1[CH:40]=[C:39]([F:41])[CH:38]=[CH:37][C:34]=1[CH2:35]Br. No catalyst specified. The product is [F:32][C:33]1[CH:40]=[C:39]([F:41])[CH:38]=[CH:37][C:34]=1[CH2:35][N:8]1[C:13](=[O:14])[C:12]([C:15]2[CH:20]=[CH:19][C:18]([F:21])=[CH:17][CH:16]=2)=[C:11]([C:22]2[CH:27]=[CH:26][C:25]([S:28]([NH2:31])(=[O:30])=[O:29])=[CH:24][CH:23]=2)[CH:10]=[N:9]1. The yield is 0.240.